Predict which catalyst facilitates the given reaction. From a dataset of Catalyst prediction with 721,799 reactions and 888 catalyst types from USPTO. Reactant: [Cl:1][C:2]1[C:3]([I:21])=[C:4]2[N:10]=[C:9]([C:11]3[CH:20]=[CH:19][C:14]([C:15]([O:17]C)=[O:16])=[CH:13][CH:12]=3)[NH:8][C:5]2=[N:6][CH:7]=1.O.[OH-].[Li+].Cl. Product: [Cl:1][C:2]1[C:3]([I:21])=[C:4]2[N:10]=[C:9]([C:11]3[CH:20]=[CH:19][C:14]([C:15]([OH:17])=[O:16])=[CH:13][CH:12]=3)[NH:8][C:5]2=[N:6][CH:7]=1. The catalyst class is: 20.